From a dataset of Forward reaction prediction with 1.9M reactions from USPTO patents (1976-2016). Predict the product of the given reaction. (1) Given the reactants [CH2:1]([O:3][C:4](=[O:18])[CH2:5][C:6]1[N:14]2[C:9]([CH:10]=[C:11]([C:15]#[N:16])[CH:12]=[CH:13]2)=[CH:8][C:7]=1[CH3:17])[CH3:2].[CH3:19][S:20]([C:23]1[CH:30]=[CH:29][C:26]([CH:27]=O)=[CH:25][CH:24]=1)(=[O:22])=[O:21], predict the reaction product. The product is: [CH2:1]([O:3][C:4](=[O:18])[CH2:5][C:6]1[N:14]2[C:9]([CH:10]=[C:11]([C:15]#[N:16])[CH:12]=[CH:13]2)=[C:8]([CH2:27][C:26]2[CH:25]=[CH:24][C:23]([S:20]([CH3:19])(=[O:22])=[O:21])=[CH:30][CH:29]=2)[C:7]=1[CH3:17])[CH3:2]. (2) Given the reactants [CH3:1][O:2][C:3](=[O:9])[C:4]([CH3:8])([CH3:7])[CH2:5]Br.[Br:10][C:11]1[CH:16]=[CH:15][NH:14][C:13](=[O:17])[CH:12]=1.C(=O)([O-])[O-].[K+].[K+].O, predict the reaction product. The product is: [CH3:1][O:2][C:3](=[O:9])[C:4]([CH3:8])([CH3:7])[CH2:5][N:14]1[CH:15]=[CH:16][C:11]([Br:10])=[CH:12][C:13]1=[O:17]. (3) Given the reactants Cl[CH2:2][C:3]1[O:4][C:5]([C:8]2[CH:13]=[CH:12][C:11]([N+:14]([O-:16])=[O:15])=[C:10]([O:17][CH3:18])[CH:9]=2)=[N:6][N:7]=1.[NH:19]1[CH2:23][CH2:22][CH2:21][CH2:20]1, predict the reaction product. The product is: [CH3:18][O:17][C:10]1[CH:9]=[C:8]([C:5]2[O:4][C:3]([CH2:2][N:19]3[CH2:23][CH2:22][CH2:21][CH2:20]3)=[N:7][N:6]=2)[CH:13]=[CH:12][C:11]=1[N+:14]([O-:16])=[O:15].